From a dataset of Forward reaction prediction with 1.9M reactions from USPTO patents (1976-2016). Predict the product of the given reaction. (1) The product is: [NH2:18][CH:13]1[CH2:14][CH2:15][CH2:16][CH2:17][CH:12]1[NH:11][C:4]1[C:5]2[CH:10]=[CH:9][NH:8][C:6]=2[N:7]=[C:2]([NH:19][C:20]2[CH:21]=[CH:22][C:23]([N:26]([CH3:30])[C:27](=[O:29])[CH3:28])=[CH:24][CH:25]=2)[N:3]=1. Given the reactants Cl[C:2]1[N:3]=[C:4]([NH:11][CH:12]2[CH2:17][CH2:16][CH2:15][CH2:14][CH:13]2[NH2:18])[C:5]2[CH:10]=[CH:9][NH:8][C:6]=2[N:7]=1.[NH2:19][C:20]1[CH:25]=[CH:24][C:23]([N:26]([CH3:30])[C:27](=[O:29])[CH3:28])=[CH:22][CH:21]=1.C[Si](Cl)(C)C, predict the reaction product. (2) The product is: [F:8][C:6]1[CH:5]=[C:4]([CH2:9][C@@H:10]([C:29]2[C:34]([C:35]3[CH:36]=[CH:37][C:38]([F:44])=[C:39]([CH:43]=3)[C:40]([NH2:42])=[O:41])=[CH:33][CH:32]=[CH:31][N:30]=2)[NH:11][C:12](=[O:28])[CH2:13][N:14]2[C:22]3[CH2:21][CH2:20][CH:19]=[CH:18][C:17]=3[C:16]([C:24]([F:27])([F:26])[F:25])=[N:15]2)[CH:3]=[C:2]([F:1])[CH:7]=1. Given the reactants [F:1][C:2]1[CH:3]=[C:4]([CH2:9][C@@H:10]([C:29]2[C:34]([C:35]3[CH:36]=[CH:37][C:38]([F:44])=[C:39]([CH:43]=3)[C:40]([NH2:42])=[O:41])=[CH:33][CH:32]=[CH:31][N:30]=2)[NH:11][C:12](=[O:28])[CH2:13][N:14]2[C:22]3[CH2:21][CH2:20][CH2:19][CH:18](O)[C:17]=3[C:16]([C:24]([F:27])([F:26])[F:25])=[N:15]2)[CH:5]=[C:6]([F:8])[CH:7]=1.C1(C)C=CC(S(O)(=O)=O)=CC=1, predict the reaction product.